Task: Predict the reactants needed to synthesize the given product.. Dataset: Full USPTO retrosynthesis dataset with 1.9M reactions from patents (1976-2016) (1) Given the product [CH2:24]([N:19]1[CH2:18][CH:17]2[CH2:23][CH:21]([CH2:22][NH:15][CH2:16]2)[CH2:20]1)[C:25]1[CH:30]=[CH:29][CH:28]=[CH:27][CH:26]=1, predict the reactants needed to synthesize it. The reactants are: FC(F)(F)C(O)=O.C(OC([N:15]1[CH2:22][CH:21]2[CH2:23][CH:17]([CH2:18][N:19]([CH2:24][C:25]3[CH:30]=[CH:29][CH:28]=[CH:27][CH:26]=3)[CH2:20]2)[CH2:16]1)=O)(C)(C)C.C([O-])([O-])=O.[Na+].[Na+]. (2) Given the product [CH3:5][C:6]1[N:11]=[C:10]([C:12]([Cl:3])=[O:14])[CH:9]=[CH:8][CH:7]=1, predict the reactants needed to synthesize it. The reactants are: S(Cl)([Cl:3])=O.[CH3:5][C:6]1[N:11]=[C:10]([C:12]([OH:14])=O)[CH:9]=[CH:8][CH:7]=1. (3) Given the product [OH:11][C:10]12[C:4]3[C:5](=[CH:6][CH:1]=[CH:2][CH:3]=3)[C:7](=[O:8])[C:9]1([OH:12])[C:23]1[CH:24]=[C:19]([C:14]([CH2:17][CH3:18])([CH3:15])[CH3:16])[CH:20]=[CH:21][C:22]=1[O:25]2, predict the reactants needed to synthesize it. The reactants are: [CH:1]1[CH:6]=[C:5]2[C:7]([C:9](O)([OH:12])[C:10](=[O:11])[C:4]2=[CH:3][CH:2]=1)=[O:8].[C:14]([C:19]1[CH:24]=[CH:23][C:22]([OH:25])=[CH:21][CH:20]=1)([CH2:17][CH3:18])([CH3:16])[CH3:15]. (4) Given the product [CH3:8][C:7]1[C:2]([NH2:1])=[N:3][C:4]([N:10]2[CH2:14][CH2:13][CH2:12][CH2:11]2)=[N:5][CH:6]=1, predict the reactants needed to synthesize it. The reactants are: [NH2:1][C:2]1[C:7]([CH3:8])=[CH:6][N:5]=[C:4](Cl)[N:3]=1.[NH:10]1[CH2:14][CH2:13][CH2:12][CH2:11]1. (5) Given the product [C:5]1([S:11]([CH2:14][C:15]2[C:20]([C:21]([O:23][CH2:24][CH3:25])=[O:22])=[C:19]([O:26][CH2:2][CH2:3][OH:4])[C:18]([C:27]3[CH:31]=[CH:30][O:29][CH:28]=3)=[CH:17][CH:16]=2)(=[O:13])=[O:12])[CH:10]=[CH:9][CH:8]=[CH:7][CH:6]=1, predict the reactants needed to synthesize it. The reactants are: Br[CH2:2][CH2:3][OH:4].[C:5]1([S:11]([CH2:14][C:15]2[C:20]([C:21]([O:23][CH2:24][CH3:25])=[O:22])=[C:19]([OH:26])[C:18]([C:27]3[CH:31]=[CH:30][O:29][CH:28]=3)=[CH:17][CH:16]=2)(=[O:13])=[O:12])[CH:10]=[CH:9][CH:8]=[CH:7][CH:6]=1.C(=O)([O-])[O-].[Cs+].[Cs+]. (6) Given the product [Cl:1][C:2]1[CH:3]=[CH:4][C:5]([C@H:8]2[N:15]3[C:11]([S:12][C:13]([C:19]([N:21]4[CH2:28][CH2:27][CH2:26][C@H:22]4[C:23]([N:40]([CH2:41][CH2:42][OH:43])[CH2:39][CH2:38][OH:37])=[O:24])=[O:20])=[C:14]3[CH:16]([CH3:18])[CH3:17])=[N:10][C@:9]2([C:30]2[CH:35]=[CH:34][C:33]([Cl:36])=[CH:32][CH:31]=2)[CH3:29])=[CH:6][CH:7]=1, predict the reactants needed to synthesize it. The reactants are: [Cl:1][C:2]1[CH:7]=[CH:6][C:5]([C@H:8]2[N:15]3[C:11]([S:12][C:13]([C:19]([N:21]4[CH2:28][CH2:27][CH2:26][C@H:22]4[C:23](O)=[O:24])=[O:20])=[C:14]3[CH:16]([CH3:18])[CH3:17])=[N:10][C@:9]2([C:30]2[CH:35]=[CH:34][C:33]([Cl:36])=[CH:32][CH:31]=2)[CH3:29])=[CH:4][CH:3]=1.[OH:37][CH2:38][CH2:39][NH:40][CH2:41][CH2:42][OH:43]. (7) Given the product [Cl:10][C:11]1[CH:19]=[CH:18][C:17]([Cl:20])=[CH:16][C:12]=1[C:13]([C:6]1[NH:5][CH:9]=[CH:8][CH:7]=1)=[O:14], predict the reactants needed to synthesize it. The reactants are: [Cl-].[Al+3].[Cl-].[Cl-].[NH:5]1[CH:9]=[CH:8][CH:7]=[CH:6]1.[Cl:10][C:11]1[CH:19]=[CH:18][C:17]([Cl:20])=[CH:16][C:12]=1[C:13](Cl)=[O:14].Cl.